From a dataset of Peptide-MHC class I binding affinity with 185,985 pairs from IEDB/IMGT. Regression. Given a peptide amino acid sequence and an MHC pseudo amino acid sequence, predict their binding affinity value. This is MHC class I binding data. (1) The peptide sequence is IISLKYTRK. The MHC is HLA-A24:03 with pseudo-sequence HLA-A24:03. The binding affinity (normalized) is 0.0847. (2) The peptide sequence is KLLPVHYYM. The MHC is HLA-A02:01 with pseudo-sequence HLA-A02:01. The binding affinity (normalized) is 0.744. (3) The peptide sequence is SSFNNGTL. The MHC is H-2-Db with pseudo-sequence H-2-Db. The binding affinity (normalized) is 0.295.